From a dataset of Full USPTO retrosynthesis dataset with 1.9M reactions from patents (1976-2016). Predict the reactants needed to synthesize the given product. Given the product [CH3:1][O:2][C:3](=[O:12])[C:4]1[CH:9]=[C:8]([CH3:10])[CH:7]=[CH:6][C:5]=1[O:11][CH2:19][C:18]1[CH:21]=[CH:22][C:15]([O:14][CH3:13])=[CH:16][CH:17]=1, predict the reactants needed to synthesize it. The reactants are: [CH3:1][O:2][C:3](=[O:12])[C:4]1[CH:9]=[C:8]([CH3:10])[CH:7]=[CH:6][C:5]=1[OH:11].[CH3:13][O:14][C:15]1[CH:22]=[CH:21][C:18]([CH2:19]Cl)=[CH:17][CH:16]=1.C([O-])([O-])=O.[K+].[K+].